This data is from Catalyst prediction with 721,799 reactions and 888 catalyst types from USPTO. The task is: Predict which catalyst facilitates the given reaction. (1) Reactant: [CH2:1]([O:4][C:5]1[C:10]([CH3:11])=[CH:9][C:8](Br)=[CH:7][C:6]=1[CH3:13])[CH:2]=[CH2:3].[Li]CCCC.C[O:20][C:21](=O)[O:22]C. Product: [CH2:1]([O:4][C:5]1[C:10]([CH3:11])=[CH:9][C:8]([C:21]([OH:22])=[O:20])=[CH:7][C:6]=1[CH3:13])[CH:2]=[CH2:3]. The catalyst class is: 1. (2) Reactant: [CH2:1]([N:8]([CH3:22])[CH:9]1[CH2:14][CH2:13][N:12](C(OC(C)(C)C)=O)[CH2:11][CH2:10]1)[C:2]1[CH:7]=[CH:6][CH:5]=[CH:4][CH:3]=1.C(O)(C(F)(F)F)=O. Product: [CH2:1]([N:8]([CH3:22])[CH:9]1[CH2:14][CH2:13][NH:12][CH2:11][CH2:10]1)[C:2]1[CH:3]=[CH:4][CH:5]=[CH:6][CH:7]=1. The catalyst class is: 2.